From a dataset of Reaction yield outcomes from USPTO patents with 853,638 reactions. Predict the reaction yield, written as a fraction of the theoretical maximum amount of product (1.0 means a 100% yield; for example, 0.34 means a 34% yield). (1) The catalyst is C(Cl)Cl. The yield is 0.0900. The reactants are FC(F)(F)C(O)=O.C(OC([N:15]1[CH2:20][CH2:19][CH:18]([N:21]([C:33]2[CH:34]=[C:35]3[C:39](=[CH:40][CH:41]=2)[NH:38][CH:37]=[CH:36]3)[CH2:22][C:23]2[CH:28]=[CH:27][CH:26]=[C:25]([C:29](OC)=[O:30])[CH:24]=2)[CH2:17][CH2:16]1)=O)(C)(C)C.[H-].[Al+3].[Li+].[H-].[H-].[H-]. The product is [NH:38]1[C:39]2[C:35](=[CH:34][C:33]([N:21]([CH2:22][C:23]3[CH:24]=[C:25]([CH2:29][OH:30])[CH:26]=[CH:27][CH:28]=3)[CH:18]3[CH2:19][CH2:20][NH:15][CH2:16][CH2:17]3)=[CH:41][CH:40]=2)[CH:36]=[CH:37]1. (2) The product is [F:13][CH:14]([F:21])[C:15]([C:7]1[CH:8]=[N:9][CH:10]=[CH:11][CH:12]=1)=[O:16]. The reactants are C([Li])CCC.Br[C:7]1[CH:8]=[N:9][CH:10]=[CH:11][CH:12]=1.[F:13][CH:14]([F:21])[C:15](N(OC)C)=[O:16].[Cl-].[NH4+]. The catalyst is C1(C)C=CC=CC=1.O.C1COCC1. The yield is 0.910. (3) The reactants are [CH:1]1([C:7]2([CH:36]3[CH2:41][CH2:40][CH2:39][CH2:38][CH2:37]3)[CH:11]3[CH2:12][N:13](C(C4C=CC=CC=4)(C4C=CC=CC=4)C4C=CC=CC=4)[CH2:14][CH2:15][N:10]3[C:9](=[O:35])[O:8]2)[CH2:6][CH2:5][CH2:4][CH2:3][CH2:2]1.Cl.C(OCC)(=O)C. The catalyst is O1CCCC1. The product is [CH:36]1([C:7]2([CH:1]3[CH2:2][CH2:3][CH2:4][CH2:5][CH2:6]3)[CH:11]3[CH2:12][NH:13][CH2:14][CH2:15][N:10]3[C:9](=[O:35])[O:8]2)[CH2:41][CH2:40][CH2:39][CH2:38][CH2:37]1. The yield is 0.800. (4) The product is [ClH:23].[Br:1][C:2]1[CH:3]=[CH:4][C:5]2[O:11][CH2:10][CH2:9][NH:8][CH2:7][C:6]=2[CH:19]=1. The reactants are [Br:1][C:2]1[CH:3]=[CH:4][C:5]2[O:11][CH2:10][CH2:9][N:8](C(OC(C)(C)C)=O)[CH2:7][C:6]=2[CH:19]=1.C(O)C.[ClH:23].O1CCOCC1. The yield is 0.980. The catalyst is C(OCC)C. (5) The reactants are [CH3:1][O:2][C:3]([C:5]1[C:9]([N+:10]([O-])=O)=[CH:8][NH:7][N:6]=1)=[O:4].C([O-])=O.[NH4+]. The catalyst is CO.[Pd]. The product is [CH3:1][O:2][C:3]([C:5]1[C:9]([NH2:10])=[CH:8][NH:7][N:6]=1)=[O:4]. The yield is 0.950. (6) No catalyst specified. The yield is 0.640. The product is [CH3:1][O:2][C:3]1[C:4](=[O:18])[C:5]([C:6]([O:8][CH3:9])=[O:7])=[N:10][N:11]([C:12]2[CH:13]=[N:14][CH:15]=[CH:16][CH:17]=2)[CH:19]=1. The reactants are [CH3:1][O:2][CH2:3][C:4](=[O:18])[C:5](=[N:10][NH:11][C:12]1[CH:13]=[N:14][CH:15]=[CH:16][CH:17]=1)[C:6]([O:8][CH3:9])=[O:7].[CH3:19]OC(OC)N(C)C. (7) The reactants are [NH:1]1[CH2:5][CH2:4][CH2:3][C:2]1=[O:6].[C:7]([O:11][C:12](O[C:12]([O:11][C:7]([CH3:10])([CH3:9])[CH3:8])=[O:13])=[O:13])([CH3:10])([CH3:9])[CH3:8]. The catalyst is C(#N)C.CN(C1C=CN=CC=1)C. The product is [O:6]=[C:2]1[CH2:3][CH2:4][CH2:5][N:1]1[C:12]([O:11][C:7]([CH3:10])([CH3:9])[CH3:8])=[O:13]. The yield is 0.640. (8) The reactants are [C:1]([C@H:5]1[CH2:10][CH2:9][C@H:8]([O:11][C:12]2[CH:13]=[C:14]3[C:19](=[CH:20][CH:21]=2)[CH:18]=[C:17]([CH2:22][N:23]2[CH2:26][CH:25]([C:27]([O:29][CH3:30])=[O:28])[CH2:24]2)[CH:16]=[CH:15]3)[CH2:7][CH2:6]1)([CH3:4])([CH3:3])[CH3:2].C1C(=O)N([I:38])C(=O)C1.C(O)(C(F)(F)F)=O. The catalyst is CC#N. The product is [C:1]([C@H:5]1[CH2:6][CH2:7][C@H:8]([O:11][C:12]2[C:13]([I:38])=[C:14]3[C:19](=[CH:20][CH:21]=2)[CH:18]=[C:17]([CH2:22][N:23]2[CH2:24][CH:25]([C:27]([O:29][CH3:30])=[O:28])[CH2:26]2)[CH:16]=[CH:15]3)[CH2:9][CH2:10]1)([CH3:4])([CH3:2])[CH3:3]. The yield is 0.560. (9) The reactants are Br[C:2]1[CH:3]=[C:4]2[C:8](=[C:9]([C:11]([NH2:13])=[O:12])[CH:10]=1)[NH:7][CH:6]=[C:5]2[CH:14]1[CH2:19][CH2:18][CH2:17][S:16](=[O:21])(=[O:20])[CH2:15]1.F[C:23]1[CH:28]=[CH:27][C:26](B(O)O)=[CH:25][CH:24]=1.C(=O)([O-])[O-].[K+].[K+]. The catalyst is O1CCOCC1.O.C1C=CC(P(C2C=CC=CC=2)[C-]2C=CC=C2)=CC=1.C1C=CC(P(C2C=CC=CC=2)[C-]2C=CC=C2)=CC=1.Cl[Pd]Cl.[Fe+2]. The product is [O:20]=[S:16]1(=[O:21])[CH2:17][CH2:18][CH2:19][CH:14]([C:5]2[C:4]3[C:8](=[C:9]([C:11]([NH2:13])=[O:12])[CH:10]=[C:2]([C:23]4[CH:28]=[CH:27][CH:26]=[CH:25][CH:24]=4)[CH:3]=3)[NH:7][CH:6]=2)[CH2:15]1. The yield is 0.300. (10) The reactants are [CH3:1][C:2]1[C:3]([NH:8][C:9](=O)OC(C)(C)C)=[N:4][CH:5]=[CH:6][CH:7]=1.[Li].C1CCCCC1.CON(C)C(=O)[C:27]([F:30])([F:29])[F:28].Cl. The catalyst is C1COCC1. The product is [F:28][C:27]([F:30])([F:29])[C:9]1[NH:8][C:3]2=[N:4][CH:5]=[CH:6][CH:7]=[C:2]2[CH:1]=1. The yield is 0.570.